The task is: Predict the reactants needed to synthesize the given product.. This data is from Full USPTO retrosynthesis dataset with 1.9M reactions from patents (1976-2016). (1) Given the product [CH:1]([C:4]1[CH:5]=[CH:6][C:7]([CH:10]2[C:14]3[C:15]([CH3:30])=[C:16]([NH:21][C:22]([N:31]4[CH2:35][CH2:34][CH2:33][CH2:32]4)=[O:23])[C:17]([CH3:20])=[C:18]([CH3:19])[C:13]=3[O:12][CH2:11]2)=[CH:8][CH:9]=1)([CH3:3])[CH3:2], predict the reactants needed to synthesize it. The reactants are: [CH:1]([C:4]1[CH:9]=[CH:8][C:7]([CH:10]2[C:14]3[C:15]([CH3:30])=[C:16]([NH:21][C:22](=O)[O:23]CC(Cl)(Cl)Cl)[C:17]([CH3:20])=[C:18]([CH3:19])[C:13]=3[O:12][CH2:11]2)=[CH:6][CH:5]=1)([CH3:3])[CH3:2].[NH:31]1[CH2:35][CH2:34][CH2:33][CH2:32]1.C(N(C(C)C)CC)(C)C.O. (2) Given the product [ClH:1].[C:2]([C:6]1[CH:11]=[CH:10][C:9]([CH:12]2[CH2:13][CH:14]([C:15]([O:17][CH3:18])=[O:16])[CH2:19][CH2:20][NH:21]2)=[CH:8][CH:7]=1)([CH3:5])([CH3:3])[CH3:4], predict the reactants needed to synthesize it. The reactants are: [ClH:1].[C:2]([C:6]1[CH:11]=[CH:10][C:9]([C:12]2[CH:13]=[C:14]([CH:19]=[CH:20][N:21]=2)[C:15]([O:17][CH3:18])=[O:16])=[CH:8][CH:7]=1)([CH3:5])([CH3:4])[CH3:3]. (3) The reactants are: [CH3:1][NH:2][C:3]([C:5]1[CH:14]=[CH:13][C:12]2[C:7](=[CH:8][CH:9]=[CH:10][C:11]=2[NH:15][CH2:16][C:17]([OH:35])([C:31]([F:34])([F:33])[F:32])[CH2:18][C:19]([C:22]2[CH:27]=[C:26]([F:28])[CH:25]=[CH:24][C:23]=2[O:29]C)([CH3:21])[CH3:20])[N:6]=1)=[O:4].B(Br)(Br)Br. Given the product [CH3:1][NH:2][C:3]([C:5]1[CH:14]=[CH:13][C:12]2[C:7](=[CH:8][CH:9]=[CH:10][C:11]=2[NH:15][CH2:16][C:17]([OH:35])([C:31]([F:32])([F:33])[F:34])[CH2:18][C:19]([C:22]2[CH:27]=[C:26]([F:28])[CH:25]=[CH:24][C:23]=2[OH:29])([CH3:21])[CH3:20])[N:6]=1)=[O:4], predict the reactants needed to synthesize it. (4) The reactants are: [N+:1]([C:4]1[C:9]([CH:10]=[CH2:11])=[CH:8][CH:7]=[CH:6][N:5]=1)([O-])=O.[H][H]. Given the product [CH2:10]([C:9]1[C:4]([NH2:1])=[N:5][CH:6]=[CH:7][CH:8]=1)[CH3:11], predict the reactants needed to synthesize it.